From a dataset of Forward reaction prediction with 1.9M reactions from USPTO patents (1976-2016). Predict the product of the given reaction. (1) Given the reactants Br[C:2]1[CH:7]=[CH:6][CH:5]=[CH:4][C:3]=1[O:8][CH2:9][C:10]1[CH:15]=[CH:14][CH:13]=[CH:12][CH:11]=1.[N:16]1[CH:21]=[CH:20][C:19](B(O)O)=[CH:18][CH:17]=1.C1(P(C2C=CC=CC=2)C2C=CC=CC=2)C=CC=CC=1.C(=O)([O-])[O-].[Cs+].[Cs+], predict the reaction product. The product is: [CH2:9]([O:8][C:3]1[CH:4]=[CH:5][CH:6]=[CH:7][C:2]=1[C:19]1[CH:20]=[CH:21][N:16]=[CH:17][CH:18]=1)[C:10]1[CH:15]=[CH:14][CH:13]=[CH:12][CH:11]=1. (2) Given the reactants Cl[C:2]1[N:7]=[CH:6][C:5](/[CH:8]=[CH:9]/[C:10]([O:12][CH2:13][CH3:14])=[O:11])=[CH:4][CH:3]=1.C1(P(C2CCCCC2)C2C=CC=CC=2C2C(N(C)C)=CC=CC=2)CCCCC1.C(=O)([O-])[O-].[Cs+].[Cs+].[CH2:49]([N:56]1[CH2:60][CH2:59][C@@H:58]([NH2:61])[CH2:57]1)[C:50]1[CH:55]=[CH:54][CH:53]=[CH:52][CH:51]=1, predict the reaction product. The product is: [CH2:49]([N:56]1[CH2:60][CH2:59][C@@H:58]([NH:61][C:2]2[N:7]=[CH:6][C:5](/[CH:8]=[CH:9]/[C:10]([O:12][CH2:13][CH3:14])=[O:11])=[CH:4][CH:3]=2)[CH2:57]1)[C:50]1[CH:51]=[CH:52][CH:53]=[CH:54][CH:55]=1. (3) Given the reactants [OH:1][CH:2]1[CH2:9][C:5]2[S:6][CH:7]=[CH:8][C:4]=2[C:3]1=O.Cl.[CH2:12]([O:19][NH2:20])[C:13]1[CH:18]=[CH:17][CH:16]=[CH:15][CH:14]=1, predict the reaction product. The product is: [CH2:12]([O:19][N:20]=[C:3]1[C:4]2[CH:8]=[CH:7][S:6][C:5]=2[CH2:9][CH:2]1[OH:1])[C:13]1[CH:18]=[CH:17][CH:16]=[CH:15][CH:14]=1. (4) Given the reactants [CH3:1][C:2]([S@@:5]([NH2:7])=[O:6])([CH3:4])[CH3:3].[C:8]([C:11]1[C:12](=[O:23])[N:13]([CH3:22])[C:14]2[C:19]([CH:20]=1)=[CH:18][C:17]([Cl:21])=[CH:16][CH:15]=2)(=O)[CH3:9].[BH4-].[Na+].CO, predict the reaction product. The product is: [Cl:21][C:17]1[CH:18]=[C:19]2[C:14](=[CH:15][CH:16]=1)[N:13]([CH3:22])[C:12](=[O:23])[C:11]([C@@H:8]([NH:7][S@:5]([C:2]([CH3:4])([CH3:3])[CH3:1])=[O:6])[CH3:9])=[CH:20]2. (5) Given the reactants [C:1]([C:4]1[C:9]([C:10]2[CH:15]=[CH:14][CH:13]=[CH:12][CH:11]=2)=[N:8][N:7]([CH2:16][CH3:17])[C:6](=[O:18])[C:5]=1[N+:19]([O-])=O)(=[O:3])[CH3:2].[NH:22]1[C:30]2[C:25](=[CH:26][CH:27]=[CH:28][C:29]=2N)[CH:24]=[N:23]1, predict the reaction product. The product is: [C:1]([C:4]1[C:9]([C:10]2[CH:15]=[CH:14][CH:13]=[CH:12][CH:11]=2)=[N:8][N:7]([CH2:16][CH3:17])[C:6](=[O:18])[C:5]=1[NH:19][C:29]1[CH:28]=[CH:27][CH:26]=[C:25]2[C:30]=1[NH:22][N:23]=[CH:24]2)(=[O:3])[CH3:2]. (6) Given the reactants [NH:1]1[C:5]2[CH2:6][CH2:7][NH:8][CH2:9][CH2:10][C:4]=2[N:3]=[C:2]1[C:11]1[C:12]([CH3:22])=[CH:13][C:14]([CH3:21])=[C:15]([CH:20]=1)[C:16]([O:18][CH3:19])=[O:17].Br[CH:24]([CH3:26])[CH3:25].C(N(CC)C(C)C)(C)C, predict the reaction product. The product is: [CH:24]([N:8]1[CH2:7][CH2:6][C:5]2[N:1]=[C:2]([C:11]3[C:12]([CH3:22])=[CH:13][C:14]([CH3:21])=[C:15]([CH:20]=3)[C:16]([O:18][CH3:19])=[O:17])[NH:3][C:4]=2[CH2:10][CH2:9]1)([CH3:26])[CH3:25]. (7) Given the reactants Br[CH:2]([CH3:16])[C:3]([C:5]1[CH:6]=[C:7]([CH:12]=[CH:13][C:14]=1[CH3:15])[C:8]([O:10][CH3:11])=[O:9])=O.Cl.[N:18]1([C:23](=[NH:25])[NH2:24])[CH2:22][CH2:21][CH2:20][CH2:19]1.C([O-])([O-])=O.[K+].[K+], predict the reaction product. The product is: [CH3:15][C:14]1[CH:13]=[CH:12][C:7]([C:8]([O:10][CH3:11])=[O:9])=[CH:6][C:5]=1[C:3]1[NH:25][C:23]([N:18]2[CH2:22][CH2:21][CH2:20][CH2:19]2)=[N:24][C:2]=1[CH3:16]. (8) Given the reactants [C:1]1([C@@H:7]([NH2:9])[CH3:8])[CH:6]=[CH:5][CH:4]=[CH:3][CH:2]=1.C(N(CC)CC)C.[C:17](Cl)(=[O:19])[CH3:18].O, predict the reaction product. The product is: [C:1]1([C@@H:7]([NH:9][C:17](=[O:19])[CH3:18])[CH3:8])[CH:6]=[CH:5][CH:4]=[CH:3][CH:2]=1. (9) Given the reactants C([NH:8][C@H:9]([C:13]([OH:15])=O)[CH:10]([CH3:12])[CH3:11])(OC(C)(C)C)=O.C1CCC(N=C=NC2CCCCC2)CC1.[ClH:31].Cl.[NH2:33][C:34]1[NH:35][C:36]2[NH:37][CH2:38][CH:39]([CH:45]([OH:49])[CH:46]([OH:48])[CH3:47])[NH:40][C:41]=2[C:42](=[O:44])[N:43]=1, predict the reaction product. The product is: [ClH:31].[NH2:33][C:34]1[NH:35][C:36]2[NH:37][CH2:38][CH:39]([CH:45]([OH:49])[CH:46]([OH:48])[CH3:47])[N:40]([C:13](=[O:15])[CH:9]([NH2:8])[CH:10]([CH3:11])[CH3:12])[C:41]=2[C:42](=[O:44])[N:43]=1. (10) Given the reactants [CH2:1]([O:3][CH:4]([CH2:13][C:14]1[CH:19]=[CH:18][C:17]([OH:20])=[CH:16][CH:15]=1)[C:5]([O:7][CH2:8][CH2:9][O:10][CH2:11][CH3:12])=[O:6])[CH3:2].P([O-])([O-])([O-])=O, predict the reaction product. The product is: [CH2:1]([O:3][C@H:4]([CH2:13][C:14]1[CH:15]=[CH:16][C:17]([OH:20])=[CH:18][CH:19]=1)[C:5]([OH:7])=[O:6])[CH3:2].[CH2:1]([O:3][C@@H:4]([CH2:13][C:14]1[CH:19]=[CH:18][C:17]([OH:20])=[CH:16][CH:15]=1)[C:5]([O:7][CH2:8][CH2:9][O:10][CH2:11][CH3:12])=[O:6])[CH3:2].